Dataset: Catalyst prediction with 721,799 reactions and 888 catalyst types from USPTO. Task: Predict which catalyst facilitates the given reaction. (1) Reactant: [OH-].[K+].[CH3:3][N:4](C(OC1C=CC=CC=1)=O)[CH2:5][CH2:6][C@H:7]([O:13][C:14]1[C:23]2[C:18](=[CH:19][CH:20]=[CH:21][CH:22]=2)[CH:17]=[CH:16][CH:15]=1)[C:8]1[S:9][CH:10]=[CH:11][CH:12]=1. Product: [CH3:3][NH:4][CH2:5][CH2:6][C@H:7]([O:13][C:14]1[C:23]2[C:18](=[CH:19][CH:20]=[CH:21][CH:22]=2)[CH:17]=[CH:16][CH:15]=1)[C:8]1[S:9][CH:10]=[CH:11][CH:12]=1. The catalyst class is: 11. (2) Reactant: [CH3:1][O:2][C:3]1[CH:12]=[CH:11][CH:10]=[C:9]2[C:4]=1[CH2:5][CH2:6][NH:7][C:8]2=[CH:13]/[C:14](/[C:17]1[CH:22]=[CH:21][CH:20]=[C:19]([O:23][CH3:24])[CH:18]=1)=[N:15]/[H].C[O:26][C:27]1C=CC=C2[C:28]=1CCN=C2C.[Li+].CC([N-]C(C)C)C.COC1C=C(C=CC=1)C#N. Product: [CH3:1][O:2][C:3]1[CH:12]=[CH:11][CH:10]=[C:9]2[C:4]=1[CH2:5][CH2:6][N:7]1[C:27](=[O:26])[CH2:28][N:15]=[C:14]([C:17]3[CH:22]=[CH:21][CH:20]=[C:19]([O:23][CH3:24])[CH:18]=3)[CH:13]=[C:8]12. The catalyst class is: 28. (3) Reactant: [H-].[H-].[H-].[H-].[Li+].[Al+3].[CH2:7]([O:14][C:15]([NH:17][CH:18]1[C:26]2[C:21](=[CH:22][C:23]([C:27](OC)=[O:28])=[CH:24][CH:25]=2)[CH2:20][CH2:19]1)=[O:16])[C:8]1[CH:13]=[CH:12][CH:11]=[CH:10][CH:9]=1. Product: [OH:28][CH2:27][C:23]1[CH:22]=[C:21]2[C:26](=[CH:25][CH:24]=1)[CH:18]([NH:17][C:15](=[O:16])[O:14][CH2:7][C:8]1[CH:9]=[CH:10][CH:11]=[CH:12][CH:13]=1)[CH2:19][CH2:20]2. The catalyst class is: 1. (4) Reactant: [Cl-].O[NH3+:3].[C:4](=[O:7])([O-])[OH:5].[Na+].CS(C)=O.[CH:13]([O:16][C:17]1[CH:22]=[CH:21][C:20]([N:23]2[C:28](=[O:29])[C:27]([CH2:30][C:31]3[CH:36]=[CH:35][C:34]([C:37]4[C:38]([C:43]#[N:44])=[CH:39][CH:40]=[CH:41][CH:42]=4)=[CH:33][CH:32]=3)=[C:26]([CH2:45][CH2:46][CH3:47])[N:25]=[C:24]2[CH3:48])=[CH:19][C:18]=1[CH3:49])([CH3:15])[CH3:14]. Product: [CH:13]([O:16][C:17]1[CH:22]=[CH:21][C:20]([N:23]2[C:28](=[O:29])[C:27]([CH2:30][C:31]3[CH:36]=[CH:35][C:34]([C:37]4[CH:42]=[CH:41][CH:40]=[CH:39][C:38]=4[C:43]4[NH:3][C:4](=[O:7])[O:5][N:44]=4)=[CH:33][CH:32]=3)=[C:26]([CH2:45][CH2:46][CH3:47])[N:25]=[C:24]2[CH3:48])=[CH:19][C:18]=1[CH3:49])([CH3:14])[CH3:15]. The catalyst class is: 69. (5) Reactant: C([N:8]1[C:13](=[O:14])[CH:12]=[C:11]([C:15]2[CH:20]=[CH:19][C:18]([Cl:21])=[CH:17][CH:16]=2)[C:10]([C:22]2[CH:27]=[CH:26][CH:25]=[CH:24][C:23]=2[Cl:28])=[N:9]1)C1C=CC=CC=1.[Cl-].[Al+3].[Cl-].[Cl-]. Product: [Cl:28][C:23]1[CH:24]=[CH:25][CH:26]=[CH:27][C:22]=1[C:10]1[C:11]([C:15]2[CH:16]=[CH:17][C:18]([Cl:21])=[CH:19][CH:20]=2)=[CH:12][C:13](=[O:14])[NH:8][N:9]=1. The catalyst class is: 11.